Dataset: Reaction yield outcomes from USPTO patents with 853,638 reactions. Task: Predict the reaction yield, written as a fraction of the theoretical maximum amount of product (1.0 means a 100% yield; for example, 0.34 means a 34% yield). (1) The reactants are [Cl:1][C:2]1[C:3](Cl)=[C:4]2[N:10]=[C:9]([C:11]3[CH:16]=[CH:15][C:14]([O:17][CH2:18][CH2:19][N:20]4[CH2:25][CH2:24][O:23][CH2:22][CH2:21]4)=[CH:13][CH:12]=3)[NH:8][C:5]2=[N:6][CH:7]=1.[CH3:27][C:28]1[CH:33]=[CH:32][C:31](B(O)O)=[CH:30][CH:29]=1.C([O-])([O-])=O.[K+].[K+].O1CCOCC1. The catalyst is C1C=CC([P]([Pd]([P](C2C=CC=CC=2)(C2C=CC=CC=2)C2C=CC=CC=2)([P](C2C=CC=CC=2)(C2C=CC=CC=2)C2C=CC=CC=2)[P](C2C=CC=CC=2)(C2C=CC=CC=2)C2C=CC=CC=2)(C2C=CC=CC=2)C2C=CC=CC=2)=CC=1.CCOC(C)=O. The product is [Cl:1][C:2]1[C:3]([C:31]2[CH:32]=[CH:33][C:28]([CH3:27])=[CH:29][CH:30]=2)=[C:4]2[N:10]=[C:9]([C:11]3[CH:12]=[CH:13][C:14]([O:17][CH2:18][CH2:19][N:20]4[CH2:21][CH2:22][O:23][CH2:24][CH2:25]4)=[CH:15][CH:16]=3)[NH:8][C:5]2=[N:6][CH:7]=1. The yield is 0.330. (2) The reactants are [CH:1]([N:4]1[C:8]([C:9]2[N:18]=[C:17]3[N:11]([CH2:12][CH2:13][O:14][C:15]4[CH:22]=[C:21]([O:23][C:24]5([C:27]([N:29]6[CH2:34][CH2:33][N:32]([CH3:35])[CH2:31][CH2:30]6)=O)[CH2:26][CH2:25]5)[CH:20]=[CH:19][C:16]=43)[CH:10]=2)=[N:7][C:6]([CH3:36])=[N:5]1)([CH3:3])[CH3:2].[H-].[H-].[H-].[H-].[Li+].[Al+3]. The catalyst is C1COCC1. The product is [CH:1]([N:4]1[C:8]([C:9]2[N:18]=[C:17]3[C:16]4[CH:19]=[CH:20][C:21]([O:23][C:24]5([CH2:27][N:29]6[CH2:34][CH2:33][N:32]([CH3:35])[CH2:31][CH2:30]6)[CH2:25][CH2:26]5)=[CH:22][C:15]=4[O:14][CH2:13][CH2:12][N:11]3[CH:10]=2)=[N:7][C:6]([CH3:36])=[N:5]1)([CH3:3])[CH3:2]. The yield is 0.480. (3) The reactants are [CH3:1][N:2]1[CH2:6][CH2:5][CH2:4][C@:3]1([C:19]1[N:23]2[CH:24]=[C:25]([O:28][C@H:29]3[C:38]4[C:33](=[CH:34][CH:35]=[CH:36][CH:37]=4)[C@@H:32]([NH2:39])[CH2:31][CH2:30]3)[CH:26]=[CH:27][C:22]2=[N:21][N:20]=1)[CH2:7][O:8][Si:9]([CH:16]([CH3:18])[CH3:17])([CH:13]([CH3:15])[CH3:14])[CH:10]([CH3:12])[CH3:11].ClC(Cl)(Cl)C[O:43][C:44](=O)[NH:45][C:46]1[N:47]([C:55]2[CH:60]=[CH:59][C:58]([CH3:61])=[CH:57][CH:56]=2)[N:48]=[C:49]([C:51]([CH3:54])([CH3:53])[CH3:52])[CH:50]=1.CCN(C(C)C)C(C)C. The catalyst is CN(C=O)C.CCOC(C)=O. The product is [C:51]([C:49]1[CH:50]=[C:46]([NH:45][C:44]([NH:39][C@@H:32]2[C:33]3[C:38](=[CH:37][CH:36]=[CH:35][CH:34]=3)[C@H:29]([O:28][C:25]3[CH:26]=[CH:27][C:22]4[N:23]([C:19]([C@:3]5([CH2:7][O:8][Si:9]([CH:16]([CH3:18])[CH3:17])([CH:13]([CH3:14])[CH3:15])[CH:10]([CH3:11])[CH3:12])[CH2:4][CH2:5][CH2:6][N:2]5[CH3:1])=[N:20][N:21]=4)[CH:24]=3)[CH2:30][CH2:31]2)=[O:43])[N:47]([C:55]2[CH:60]=[CH:59][C:58]([CH3:61])=[CH:57][CH:56]=2)[N:48]=1)([CH3:54])([CH3:52])[CH3:53]. The yield is 0.480. (4) The reactants are [CH:1]1[C:18]2=[C:19]3[C:8]([C:9]4[C:20]5[C:13](=[CH:14][CH:15]=[CH:16][C:17]2=5)[CH:12]=[CH:11][CH:10]=4)=[CH:7][CH:6]=[CH:5][C:4]3=[CH:3][CH:2]=1.[Br:21]N1C(=O)CCC1=O. The catalyst is ClCCl. The product is [Br-:21].[CH:16]1[C:17]2=[C:20]3[C:9]([C:8]4[C:19]5[C:4](=[CH:3][CH:2]=[CH:1][C:18]2=5)[CH:5]=[CH:6][CH:7]=4)=[CH:10][CH:11]=[CH:12][C:13]3=[CH:14][CH:15]=1. The yield is 0.900.